This data is from TCR-epitope binding with 47,182 pairs between 192 epitopes and 23,139 TCRs. The task is: Binary Classification. Given a T-cell receptor sequence (or CDR3 region) and an epitope sequence, predict whether binding occurs between them. (1) The epitope is YIFFASFYY. The TCR CDR3 sequence is CASSQERGPTTPQYF. Result: 1 (the TCR binds to the epitope). (2) The epitope is QVPLRPMTYK. The TCR CDR3 sequence is CASSFFVGRGNEQFF. Result: 0 (the TCR does not bind to the epitope). (3) The epitope is RQLLFVVEV. The TCR CDR3 sequence is CASSPEASSYNEQFF. Result: 0 (the TCR does not bind to the epitope). (4) The epitope is KAYNVTQAF. The TCR CDR3 sequence is CASTLEGGTDTQYF. Result: 1 (the TCR binds to the epitope). (5) The epitope is KEIDRLNEV. The TCR CDR3 sequence is CASSQDPSRTYEQYF. Result: 0 (the TCR does not bind to the epitope). (6) The epitope is NLVPMVATV. The TCR CDR3 sequence is CASRGAQGSVIHIQYF. Result: 1 (the TCR binds to the epitope). (7) The epitope is KLNVGDYFV. The TCR CDR3 sequence is CASSQVSGANVLTF. Result: 0 (the TCR does not bind to the epitope).